Dataset: Catalyst prediction with 721,799 reactions and 888 catalyst types from USPTO. Task: Predict which catalyst facilitates the given reaction. (1) Reactant: Cl.[NH:2]1[CH2:5][CH:4]([NH:6][C:7](=[O:13])[O:8][C:9]([CH3:12])([CH3:11])[CH3:10])[CH2:3]1.CCN(C(C)C)C(C)C.[Cl:23][C:24]1[CH:29]=[N:28][CH:27]=[C:26](Cl)[N:25]=1. Product: [Cl:23][C:24]1[N:25]=[C:26]([N:2]2[CH2:5][CH:4]([NH:6][C:7](=[O:13])[O:8][C:9]([CH3:10])([CH3:12])[CH3:11])[CH2:3]2)[CH:27]=[N:28][CH:29]=1. The catalyst class is: 3. (2) Reactant: [OH:1][C:2]1[CH:3]=[C:4]([CH2:8][C:9]([O:11][CH3:12])=[O:10])[CH:5]=[CH:6][CH:7]=1.[Br:13]Br. Product: [Br:13][C:5]1[CH:6]=[CH:7][C:2]([OH:1])=[CH:3][C:4]=1[CH2:8][C:9]([O:11][CH3:12])=[O:10]. The catalyst class is: 15. (3) Reactant: [CH2:1]([NH:3][C:4]1[CH:9]=[CH:8][CH:7]=[CH:6][CH:5]=1)[CH3:2].ClP(Cl)(C1C=CC=CC=1)(C1C=CC=CC=1)C1C=CC=CC=1.[OH:31][C:32]1[C:41]2[C:36](=[CH:37][CH:38]=[CH:39][C:40]=2[Cl:42])[N:35]([CH3:43])[C:34](=[O:44])[C:33]=1[C:45](O)=[O:46]. Product: [CH3:2][CH2:1][N:3]([C:45]([C:33]1[C:34](=[O:44])[N:35]([CH3:43])[C:36]2[CH:37]=[CH:38][CH:39]=[C:40]([Cl:42])[C:41]=2[C:32]=1[OH:31])=[O:46])[C:4]1[CH:9]=[CH:8][CH:7]=[CH:6][CH:5]=1. The catalyst class is: 2. (4) Reactant: C([O-])([O-])=O.[Cs+].[Cs+].C(N(CC)CC)C.[C:14]([O:18][C:19]([N:21]1[CH2:26][C@H:25]([CH2:27][CH3:28])[N:24]([CH2:29][C:30]([OH:32])=[O:31])[CH2:23][C@H:22]1[CH3:33])=[O:20])([CH3:17])([CH3:16])[CH3:15].[CH2:34](Br)[C:35]1[CH:40]=[CH:39][CH:38]=[CH:37][CH:36]=1. Product: [C:14]([O:18][C:19]([N:21]1[CH2:26][C@H:25]([CH2:27][CH3:28])[N:24]([CH2:29][C:30]([O:32][CH2:34][C:35]2[CH:40]=[CH:39][CH:38]=[CH:37][CH:36]=2)=[O:31])[CH2:23][C@H:22]1[CH3:33])=[O:20])([CH3:15])([CH3:16])[CH3:17]. The catalyst class is: 3. (5) Reactant: [F:1][C:2]([F:15])([F:14])[C:3]1[CH:13]=[CH:12][C:6]([CH:7]=[CH:8][C:9]([OH:11])=O)=[CH:5][CH:4]=1.CCN(C(C)C)C(C)C.CN(C(ON1N=NC2C=CC=CC1=2)=[N+](C)C)C.[B-](F)(F)(F)F.[Br:47][C:48]1[CH:64]=[CH:63][C:51]([CH2:52][NH:53][CH:54]2[CH2:57][N:56]([CH:58]3[CH2:62][CH2:61][CH2:60][CH2:59]3)[CH2:55]2)=[CH:50][CH:49]=1. Product: [Br:47][C:48]1[CH:64]=[CH:63][C:51]([CH2:52][N:53]([CH:54]2[CH2:55][N:56]([CH:58]3[CH2:62][CH2:61][CH2:60][CH2:59]3)[CH2:57]2)[C:9](=[O:11])/[CH:8]=[CH:7]/[C:6]2[CH:5]=[CH:4][C:3]([C:2]([F:1])([F:15])[F:14])=[CH:13][CH:12]=2)=[CH:50][CH:49]=1. The catalyst class is: 2.